From a dataset of Forward reaction prediction with 1.9M reactions from USPTO patents (1976-2016). Predict the product of the given reaction. Given the reactants C[O:2][C:3]1[CH:8]=[CH:7][C:6]([C:9]2[C:17]3[C:12](=[C:13]([N:18]4[CH2:23][CH2:22][O:21][CH2:20][CH2:19]4)[CH:14]=[CH:15][CH:16]=3)[N:11]([CH2:24][CH2:25][CH3:26])[N:10]=2)=[CH:5][CH:4]=1.B(Br)(Br)Br, predict the reaction product. The product is: [N:18]1([C:13]2[CH:14]=[CH:15][CH:16]=[C:17]3[C:12]=2[N:11]([CH2:24][CH2:25][CH3:26])[N:10]=[C:9]3[C:6]2[CH:5]=[CH:4][C:3]([OH:2])=[CH:8][CH:7]=2)[CH2:19][CH2:20][O:21][CH2:22][CH2:23]1.